This data is from Microsomal clearance measurements from AstraZeneca. The task is: Regression/Classification. Given a drug SMILES string, predict its absorption, distribution, metabolism, or excretion properties. Task type varies by dataset: regression for continuous measurements (e.g., permeability, clearance, half-life) or binary classification for categorical outcomes (e.g., BBB penetration, CYP inhibition). For this dataset (clearance_microsome_az), we predict log10(clearance) (log10 of the in vitro intrinsic clearance, CLint, in uL/min per mg of human liver microsomal protein, equivalently mL/min/g; values are censored to the assay range of 3 to 150, which is 0.477 to 2.18 on this log10 scale). (1) The molecule is CC(C)Cn1c(=O)n(C)c(=O)c2c(C(=O)N3CC[C@@H](O)C3)c(Cc3ccccc3C(F)(F)F)sc21. The log10(clearance) is 1.43. (2) The molecule is COc1ccc2c(c1)c(CC(=O)O)c(C)n2-c1ccnc2cc(Cl)ccc12. The log10(clearance) is 0.480. (3) The molecule is CCS(=O)(=O)c1ccc(-c2cc(Cl)ccc2OCC(=O)O)c(C(F)(F)F)c1. The log10(clearance) is 0.600. (4) The molecule is CS(=O)(=O)c1ccc(-c2cc(C(F)(F)F)ccc2OCC(=O)O)c(Cl)c1. The log10(clearance) is 0.480.